Dataset: Forward reaction prediction with 1.9M reactions from USPTO patents (1976-2016). Task: Predict the product of the given reaction. (1) Given the reactants C([O:8][C:9]1[CH:10]=[CH:11][C:12]([C:15]2[N:19]([C:20]3[CH:21]=[N:22][CH:23]=[CH:24][CH:25]=3)[N:18]=[C:17]([C:26]([N:28]3[CH2:33][CH2:32][C:31]([F:35])([F:34])[CH2:30][CH2:29]3)=[O:27])[CH:16]=2)=[N:13][CH:14]=1)C1C=CC=CC=1.CO.[H][H], predict the reaction product. The product is: [OH:8][C:9]1[CH:10]=[CH:11][C:12]([C:15]2[N:19]([C:20]3[CH:21]=[N:22][CH:23]=[CH:24][CH:25]=3)[N:18]=[C:17]([C:26]([N:28]3[CH2:29][CH2:30][C:31]([F:35])([F:34])[CH2:32][CH2:33]3)=[O:27])[CH:16]=2)=[N:13][CH:14]=1. (2) Given the reactants C([O:4][C@@H:5]1[C@:9]([CH2:18][CH:19]=[CH2:20])([O:10][CH2:11][C:12]2[CH:17]=[CH:16][CH:15]=[CH:14][CH:13]=2)[C@@H:8]([CH2:21][O:22][CH2:23][C:24]2[CH:29]=[CH:28][CH:27]=[CH:26][CH:25]=2)[O:7][C@H:6]1[N:30]1[CH:38]=[C:36]([CH3:37])[C:34](=[O:35])[NH:33][C:31]1=[O:32])(=O)C.C[O-].[Na+].Cl, predict the reaction product. The product is: [CH2:18]([C@@:9]1([O:10][CH2:11][C:12]2[CH:17]=[CH:16][CH:15]=[CH:14][CH:13]=2)[C@@H:8]([CH2:21][O:22][CH2:23][C:24]2[CH:25]=[CH:26][CH:27]=[CH:28][CH:29]=2)[O:7][C@@H:6]([N:30]2[CH:38]=[C:36]([CH3:37])[C:34](=[O:35])[NH:33][C:31]2=[O:32])[C@@H:5]1[OH:4])[CH:19]=[CH2:20]. (3) Given the reactants Cl[CH2:2][C:3]1[N:4]=[C:5]2[C:10]([NH:11][CH2:12][C:13]3[C:18]([CH3:19])=[CH:17][CH:16]=[CH:15][C:14]=3[CH3:20])=[CH:9][CH:8]=[CH:7][N:6]2[C:21]=1[CH3:22].[CH3:23][S-:24].[Na+], predict the reaction product. The product is: [CH3:20][C:14]1[CH:15]=[CH:16][CH:17]=[C:18]([CH3:19])[C:13]=1[CH2:12][NH:11][C:10]1[C:5]2[N:6]([C:21]([CH3:22])=[C:3]([CH2:2][S:24][CH3:23])[N:4]=2)[CH:7]=[CH:8][CH:9]=1. (4) Given the reactants [Br:1][C:2]1[N:3]=[C:4](Cl)[C:5]([N:8]2[CH2:13][CH2:12][N:11]([C:14]([O:16][C:17]([CH3:20])([CH3:19])[CH3:18])=[O:15])[CH2:10][CH2:9]2)=[N:6][CH:7]=1.O.[NH2:23][NH2:24], predict the reaction product. The product is: [Br:1][C:2]1[N:3]=[C:4]([NH:23][NH2:24])[C:5]([N:8]2[CH2:13][CH2:12][N:11]([C:14]([O:16][C:17]([CH3:20])([CH3:19])[CH3:18])=[O:15])[CH2:10][CH2:9]2)=[N:6][CH:7]=1. (5) Given the reactants [N:1]1([CH2:6][CH2:7][CH2:8][NH:9][C:10](=[O:39])/[C:11](/[CH2:27][O:28][C:29]2[C:38]3[C:33](=[CH:34][CH:35]=[CH:36][CH:37]=3)[CH:32]=[CH:31][CH:30]=2)=[CH:12]/[CH2:13][CH2:14][CH2:15][CH2:16][C:17]([NH:19][O:20]C2CCCCO2)=[O:18])[CH:5]=[CH:4][N:3]=[CH:2]1.FC(F)(F)C(O)=O.CO.ClCCl, predict the reaction product. The product is: [N:1]1([CH2:6][CH2:7][CH2:8][NH:9][C:10](=[O:39])/[C:11](/[CH2:27][O:28][C:29]2[C:38]3[C:33](=[CH:34][CH:35]=[CH:36][CH:37]=3)[CH:32]=[CH:31][CH:30]=2)=[CH:12]/[CH2:13][CH2:14][CH2:15][CH2:16][C:17]([NH:19][OH:20])=[O:18])[CH:5]=[CH:4][N:3]=[CH:2]1. (6) Given the reactants [CH2:1]1[C:10]2[C:5](=[CH:6][CH:7]=[CH:8][CH:9]=2)[CH2:4][CH2:3][N:2]1[CH2:11][CH2:12][CH2:13][CH2:14][O:15][C:16]1[CH:17]=[CH:18][C:19]2[CH2:25][CH2:24][NH:23][C:22](=[O:26])[NH:21][C:20]=2[N:27]=1.[Cl:28]C1C=CC=C2C=1CCNC2, predict the reaction product. The product is: [Cl:28][C:6]1[CH:7]=[CH:8][CH:9]=[C:10]2[C:5]=1[CH2:4][CH2:3][N:2]([CH2:11][CH2:12][CH2:13][CH2:14][O:15][C:16]1[CH:17]=[CH:18][C:19]3[CH2:25][CH2:24][NH:23][C:22](=[O:26])[NH:21][C:20]=3[N:27]=1)[CH2:1]2. (7) Given the reactants [N:1]1[CH:6]=[CH:5][CH:4]=[CH:3][C:2]=1[NH:7][C:8](=[O:14])[O:9][C:10]([CH3:13])([CH3:12])[CH3:11].ClC1C=CC=C(C(OO)=[O:23])C=1, predict the reaction product. The product is: [N:1]1[CH:6]=[CH:5][CH:4]=[CH:3][C:2]=1[NH+:7]([O-:23])[C:8](=[O:14])[O:9][C:10]([CH3:11])([CH3:13])[CH3:12]. (8) The product is: [NH2:11][C@H:12]1[CH2:17][CH2:16][N:15]([C:18]2[CH:19]=[C:20]([C:24]([O:26][CH2:27][CH3:28])=[O:25])[CH:21]=[N:22][CH:23]=2)[CH2:14][C@H:13]1[O:29][CH3:30]. Given the reactants C(OC([NH:11][C@H:12]1[CH2:17][CH2:16][N:15]([C:18]2[CH:19]=[C:20]([C:24]([O:26][CH2:27][CH3:28])=[O:25])[CH:21]=[N:22][CH:23]=2)[CH2:14][C@H:13]1[O:29][CH3:30])=O)C1C=CC=CC=1, predict the reaction product.